Dataset: Forward reaction prediction with 1.9M reactions from USPTO patents (1976-2016). Task: Predict the product of the given reaction. (1) Given the reactants [OH:1][CH:2]([CH3:9])[C:3]([O:5][CH2:6][C:7]#[CH:8])=[O:4].[CH:10](O)=[O:11].CNC1(NC)C=CN=CC1.C1(N=C=NC2CCCCC2)CCCCC1, predict the reaction product. The product is: [CH:10]([O:1][CH:2]([CH3:9])[C:3]([O:5][CH2:6][C:7]#[CH:8])=[O:4])=[O:11]. (2) The product is: [CH3:23][O:22][C:24]1[CH:25]=[C:26]2[C:30](=[CH:31][CH:32]=1)[NH:29][C:28](=[O:33])[C:27]2=[CH:20][C:3]1[NH:4][C:5]2[CH2:10][CH2:9][N:8]([CH2:11][CH2:12][N:13]3[CH2:14][CH2:15][CH2:16][CH2:17][CH2:18]3)[C:7](=[O:19])[C:6]=2[C:2]=1[CH3:1]. Given the reactants [CH3:1][C:2]1[C:6]2[C:7](=[O:19])[N:8]([CH2:11][CH2:12][N:13]3[CH2:18][CH2:17][CH2:16][CH2:15][CH2:14]3)[CH2:9][CH2:10][C:5]=2[NH:4][C:3]=1[CH:20]=O.[O:22]([C:24]1[CH:25]=[C:26]2[C:30](=[CH:31][CH:32]=1)[NH:29][C:28](=[O:33])[CH2:27]2)[CH3:23], predict the reaction product. (3) Given the reactants FC(F)(F)S(O[C:7]1[CH:16]=[CH:15][C:14]2[C:9](=[C:10]([CH2:18][CH2:19][C:20]34[CH2:27][CH2:26][C:23]([NH:28][C:29]([O:31][C:32]([CH3:35])([CH3:34])[CH3:33])=[O:30])([CH2:24][CH2:25]3)[CH2:22][O:21]4)[C:11]([F:17])=[CH:12][N:13]=2)[N:8]=1)(=O)=O.[CH3:38][NH:39][CH3:40], predict the reaction product. The product is: [CH3:38][N:39]([CH3:40])[C:7]1[N:8]=[C:9]2[C:14](=[CH:15][CH:16]=1)[N:13]=[CH:12][C:11]([F:17])=[C:10]2[CH2:18][CH2:19][C:20]12[CH2:27][CH2:26][C:23]([NH:28][C:29](=[O:30])[O:31][C:32]([CH3:33])([CH3:34])[CH3:35])([CH2:24][CH2:25]1)[CH2:22][O:21]2.